From a dataset of Reaction yield outcomes from USPTO patents with 853,638 reactions. Predict the reaction yield, written as a fraction of the theoretical maximum amount of product (1.0 means a 100% yield; for example, 0.34 means a 34% yield). (1) The reactants are FC(F)(F)C([NH:5][CH2:6][CH2:7][S:8][C@H:9]1[CH2:26][CH2:25][C@@:24]2([CH3:27])[CH:11](/[C:12](=[N:29]/[OH:30])/[CH2:13][C@@H:14]3[C@@H:23]2[CH2:22][CH2:21][C@@:19]2([CH3:20])[C@H:15]3[CH2:16][CH2:17][C:18]2=[O:28])[CH2:10]1)=O.[C:33]([O-:36])([O-:35])=O.[K+].[K+].C[OH:40].O. No catalyst specified. The product is [C:18]([OH:28])(=[O:40])/[CH:19]=[CH:21]/[C:33]([OH:36])=[O:35].[NH2:5][CH2:6][CH2:7][S:8][C@H:9]1[CH2:26][CH2:25][C@@:24]2([CH3:27])[CH:11](/[C:12](=[N:29]/[OH:30])/[CH2:13][C@@H:14]3[C@@H:23]2[CH2:22][CH2:21][C@@:19]2([CH3:20])[C@H:15]3[CH2:16][CH2:17][C:18]2=[O:28])[CH2:10]1. The yield is 0.500. (2) The reactants are [N:1]([C:4]1[CH:14]=[CH:13][C:7]([C:8]([N:10]([CH3:12])[CH3:11])=[O:9])=[CH:6][N:5]=1)=[N+]=[N-].C(OCC)(=O)C. The catalyst is [Pd].CO. The product is [NH2:1][C:4]1[CH:14]=[CH:13][C:7]([C:8]([N:10]([CH3:12])[CH3:11])=[O:9])=[CH:6][N:5]=1. The yield is 1.00. (3) The reactants are [Cl:1][C:2]1[CH:25]=[CH:24][C:5]([CH2:6][C:7]2[N:8]=[C:9]([C:18]3[CH:23]=[CH:22][N:21]=[CH:20][CH:19]=3)[S:10][C:11]=2[C:12](N(OC)C)=[O:13])=[CH:4][CH:3]=1.[H-].C([Al+]CC(C)C)C(C)C.CCCCCC. The catalyst is C1COCC1. The product is [Cl:1][C:2]1[CH:3]=[CH:4][C:5]([CH2:6][C:7]2[N:8]=[C:9]([C:18]3[CH:23]=[CH:22][N:21]=[CH:20][CH:19]=3)[S:10][C:11]=2[CH:12]=[O:13])=[CH:24][CH:25]=1. The yield is 0.730.